Dataset: Catalyst prediction with 721,799 reactions and 888 catalyst types from USPTO. Task: Predict which catalyst facilitates the given reaction. (1) Reactant: [Br:1][C:2]1[CH:3]=[CH:4][C:5]([S:8](Cl)(=[O:10])=[O:9])=[N:6][CH:7]=1.[F:12][C:13]([F:17])([F:16])[CH2:14][NH2:15].C([O-])(O)=O.[Na+]. Product: [F:12][C:13]([F:17])([F:16])[CH2:14][NH:15][S:8]([C:5]1[CH:4]=[CH:3][C:2]([Br:1])=[CH:7][N:6]=1)(=[O:10])=[O:9]. The catalyst class is: 2. (2) Reactant: [OH:1][C:2]([C:5]([OH:8])([CH3:7])[CH3:6])([CH3:4])[CH3:3].[O:9]1[CH2:13][CH2:12][CH2:11]C1. The catalyst class is: 142. Product: [C:2]([O:1][C:2]([C:5]([O:8][C:13](=[O:9])[CH:12]=[CH2:11])([CH3:7])[CH3:6])([CH3:4])[CH3:3])(=[O:1])[CH:5]=[CH2:6]. (3) Reactant: [Cl:1][C:2]1[C:3]([CH:9]2[CH2:11][CH:10]2[C:12]([O:14]CC)=[O:13])=[N:4][CH:5]=[C:6]([Cl:8])[CH:7]=1.[OH-].[Na+]. Product: [Cl:1][C:2]1[C:3]([CH:9]2[CH2:11][CH:10]2[C:12]([OH:14])=[O:13])=[N:4][CH:5]=[C:6]([Cl:8])[CH:7]=1. The catalyst class is: 8. (4) Reactant: [F:1][C:2]1[CH:7]=[CH:6][C:5]([C@H:8]2[CH2:12][O:11][C:10](=[O:13])[N:9]2[C:14]2[CH:19]=[CH:18][N:17]3[N:20]=[CH:21][C:22]([C:23]4[CH:35]=[CH:34][C:26]([C:27]([O:29]C(C)(C)C)=[O:28])=[CH:25][CH:24]=4)=[C:16]3[N:15]=2)=[CH:4][CH:3]=1.FC(F)(F)C(O)=O. Product: [F:1][C:2]1[CH:7]=[CH:6][C:5]([C@H:8]2[CH2:12][O:11][C:10](=[O:13])[N:9]2[C:14]2[CH:19]=[CH:18][N:17]3[N:20]=[CH:21][C:22]([C:23]4[CH:35]=[CH:34][C:26]([C:27]([OH:29])=[O:28])=[CH:25][CH:24]=4)=[C:16]3[N:15]=2)=[CH:4][CH:3]=1. The catalyst class is: 2. (5) Reactant: [OH-].[Na+].[F:3][C:4]1[CH:5]=[C:6]([C:11](=[O:40])[C:12](=[C:31]2[NH:35][C:34]3[CH:36]=[CH:37][CH:38]=[CH:39][C:33]=3[NH:32]2)[C:13]([C:15]2[CH:16]=[C:17]([S:21]([NH:24][CH2:25][C:26]([O:28]CC)=[O:27])(=[O:23])=[O:22])[CH:18]=[CH:19][CH:20]=2)=[O:14])[CH:7]=[C:8]([F:10])[CH:9]=1. Product: [F:3][C:4]1[CH:5]=[C:6]([C:11](=[O:40])[C:12](=[C:31]2[NH:32][C:33]3[CH:39]=[CH:38][CH:37]=[CH:36][C:34]=3[NH:35]2)[C:13]([C:15]2[CH:16]=[C:17]([S:21]([NH:24][CH2:25][C:26]([OH:28])=[O:27])(=[O:22])=[O:23])[CH:18]=[CH:19][CH:20]=2)=[O:14])[CH:7]=[C:8]([F:10])[CH:9]=1. The catalyst class is: 1. (6) Product: [O:11]=[C:4]1[C:5]2[C:10](=[CH:9][CH:8]=[CH:7][CH:6]=2)[C:2](=[O:1])[N:3]1[CH2:12][CH2:13][CH2:14][C@H:15]([N:16]([CH3:17])[C:21](=[O:22])[O:23][CH2:24][C:25]1[CH:26]=[CH:27][CH:28]=[CH:29][CH:30]=1)[CH2:19][OH:18]. Reactant: [O:1]=[C:2]1[C:10]2[C:5](=[CH:6][CH:7]=[CH:8][CH:9]=2)[C:4](=[O:11])[N:3]1[CH2:12][CH2:13][CH2:14][C@H:15]1[C:19](=O)[O:18][CH2:17][N:16]1[C:21]([O:23][CH2:24][C:25]1[CH:30]=[CH:29][CH:28]=[CH:27][CH:26]=1)=[O:22].[SiH](CC)(CC)CC.ClC(OC(C)(C)C)=O.Cl. The catalyst class is: 2. (7) Reactant: [O-]S(C(F)(F)F)(=O)=O.[OH:9][C:10]1[CH:15]=[CH:14][C:13]([S+:16]([C:23]2[CH:28]=[CH:27][C:26]([OH:29])=[CH:25][CH:24]=2)[C:17]2[CH:22]=[CH:21][CH:20]=[CH:19][CH:18]=2)=[CH:12][CH:11]=1.[S:30]([C:34]([C:37]([C:40]([C:43]([F:46])([F:45])[F:44])([F:42])[F:41])([F:39])[F:38])([F:36])[F:35])([O-:33])(=[O:32])=[O:31].[K+]. Product: [S:30]([C:34]([C:37]([C:40]([C:43]([F:44])([F:45])[F:46])([F:41])[F:42])([F:39])[F:38])([F:36])[F:35])([O-:33])(=[O:32])=[O:31].[OH:9][C:10]1[CH:15]=[CH:14][C:13]([S+:16]([C:23]2[CH:24]=[CH:25][C:26]([OH:29])=[CH:27][CH:28]=2)[C:17]2[CH:22]=[CH:21][CH:20]=[CH:19][CH:18]=2)=[CH:12][CH:11]=1. The catalyst class is: 6. (8) Reactant: [CH2:1](C1C2C(=CC(OC)=C(/C(/C)=C(/F)\C=C\C(\C)=C\C(O)=O)C=2)OC(C)(C)C=1)C.[CH2:29]([C:31]1[C:40]2[C:35](=[CH:36][C:37](OC)=[C:38](/[C:41](/[CH3:54])=[C:42](/[F:53])\[CH:43]=[CH:44]\[C:45](\[CH3:52])=[CH:46]\[C:47]([O:49][CH2:50][CH3:51])=[O:48])[CH:39]=2)[O:34][C:33]([CH3:58])([CH3:57])[CH:32]=1)C.[OH-].[Na+].[CH2:61]([OH:63])[CH3:62]. Product: [CH2:61]([O:63][C:37]1[CH:36]=[C:35]2[C:40]([C:31]([CH3:29])=[CH:32][C:33]([CH3:57])([CH3:58])[O:34]2)=[CH:39][C:38]=1/[C:41](/[CH2:54][CH3:1])=[C:42](/[F:53])\[CH:43]=[CH:44]\[C:45](\[CH3:52])=[CH:46]\[C:47]([O:49][CH2:50][CH3:51])=[O:48])[CH3:62]. The catalyst class is: 1. (9) Reactant: C(N(S(F)(F)[F:7])CC)C.[F:10][C:11]([F:37])([F:36])[C:12]([C:18]1[CH:23]=[CH:22][C:21]([CH2:24][S:25]([C:28]2[CH:33]=[CH:32][C:31]([F:34])=[C:30]([CH3:35])[CH:29]=2)(=[O:27])=[O:26])=[CH:20][CH:19]=1)(O)[C:13]([F:16])([F:15])[F:14]. Product: [F:34][C:31]1[CH:32]=[CH:33][C:28]([S:25]([CH2:24][C:21]2[CH:22]=[CH:23][C:18]([C:12]([F:7])([C:13]([F:16])([F:15])[F:14])[C:11]([F:37])([F:36])[F:10])=[CH:19][CH:20]=2)(=[O:27])=[O:26])=[CH:29][C:30]=1[CH3:35]. The catalyst class is: 4.